This data is from TCR-epitope binding with 47,182 pairs between 192 epitopes and 23,139 TCRs. The task is: Binary Classification. Given a T-cell receptor sequence (or CDR3 region) and an epitope sequence, predict whether binding occurs between them. The epitope is ILGLPTQTV. The TCR CDR3 sequence is CASSPLAGGAYEQYF. Result: 1 (the TCR binds to the epitope).